This data is from Full USPTO retrosynthesis dataset with 1.9M reactions from patents (1976-2016). The task is: Predict the reactants needed to synthesize the given product. (1) Given the product [CH2:1]([C:3]1[CH:4]=[C:5]([NH2:9])[CH:6]=[N:7][CH:8]=1)[CH3:2], predict the reactants needed to synthesize it. The reactants are: [C:1]([C:3]1[CH:4]=[C:5]([NH2:9])[CH:6]=[N:7][CH:8]=1)#[CH:2]. (2) Given the product [NH2:12][C:10]1[C:9]([CH3:15])=[N:8][N:7]([C:2]([CH3:1])([CH3:6])[C:3]([NH2:5])=[O:4])[CH:11]=1, predict the reactants needed to synthesize it. The reactants are: [CH3:1][C:2]([N:7]1[CH:11]=[C:10]([N+:12]([O-])=O)[C:9]([CH3:15])=[N:8]1)([CH3:6])[C:3]([NH2:5])=[O:4].[H][H]. (3) The reactants are: [OH:1][C:2]1[CH:9]=[CH:8][C:5]([CH:6]=[O:7])=[CH:4][CH:3]=1.[CH2:10]([N:12]1[CH2:17][CH2:16][NH:15][CH2:14][CH2:13]1)[CH3:11].[CH2:18]=O. Given the product [CH2:10]([N:12]1[CH2:17][CH2:16][N:15]([CH2:18][C:3]2[CH:4]=[C:5]([CH:8]=[CH:9][C:2]=2[OH:1])[CH:6]=[O:7])[CH2:14][CH2:13]1)[CH3:11], predict the reactants needed to synthesize it. (4) Given the product [CH:1]1([C:4]2[O:8][N:7]=[C:6]([C:9]3[C:10]([Cl:16])=[CH:11][CH:12]=[CH:13][C:14]=3[Cl:15])[C:5]=2[CH2:17][O:18][C@@H:19]2[CH2:24][CH2:23][C@:22]([C:29]3[S:30][C:31]4[CH:37]=[C:36]([C:38]#[N:39])[CH:35]=[C:34]([F:40])[C:32]=4[N:33]=3)([OH:25])[C:21]([CH3:27])([CH3:26])[CH2:20]2)[CH2:3][CH2:2]1, predict the reactants needed to synthesize it. The reactants are: [CH:1]1([C:4]2[O:8][N:7]=[C:6]([C:9]3[C:14]([Cl:15])=[CH:13][CH:12]=[CH:11][C:10]=3[Cl:16])[C:5]=2[CH2:17][O:18][CH:19]2[CH2:24][CH2:23][C:22](=[O:25])[C:21]([CH3:27])([CH3:26])[CH2:20]2)[CH2:3][CH2:2]1.Br[C:29]1[S:30][C:31]2[CH:37]=[C:36]([C:38]#[N:39])[CH:35]=[C:34]([F:40])[C:32]=2[N:33]=1.